From a dataset of Forward reaction prediction with 1.9M reactions from USPTO patents (1976-2016). Predict the product of the given reaction. (1) Given the reactants C([Si](C)(C)[O:6][CH2:7][CH2:8][C@H:9]1[C:14]2[CH:15]=[CH:16][C:17]([N:19]3[CH2:23][CH2:22][CH2:21][S:20]3(=[O:25])=[O:24])=[CH:18][C:13]=2[CH2:12][CH2:11][O:10]1)(C)(C)C.OCC[C@H]1C2C=CC(C(N)=O)=CC=2CCO1, predict the reaction product. The product is: [O:25]=[S:20]1(=[O:24])[CH2:21][CH2:22][CH2:23][N:19]1[C:17]1[CH:16]=[CH:15][C:14]2[C@H:9]([CH2:8][CH2:7][OH:6])[O:10][CH2:11][CH2:12][C:13]=2[CH:18]=1. (2) Given the reactants [C:1]([CH:5]1[N:14]2[C:9](=[CH:10][C:11](=[O:20])[C:12]([C:15]([O:17]CC)=[O:16])=[CH:13]2)[C:8]2[CH:21]=[C:22]([O:35][CH3:36])[C:23]([O:25][CH2:26][CH2:27][CH2:28][N:29]3[CH2:33][CH2:32][CH2:31][C:30]3=[O:34])=[CH:24][C:7]=2[CH2:6]1)([CH3:4])([CH3:3])[CH3:2].CO.O[Li].O.Cl, predict the reaction product. The product is: [C:1]([CH:5]1[N:14]2[C:9](=[CH:10][C:11](=[O:20])[C:12]([C:15]([OH:17])=[O:16])=[CH:13]2)[C:8]2[CH:21]=[C:22]([O:35][CH3:36])[C:23]([O:25][CH2:26][CH2:27][CH2:28][N:29]3[CH2:33][CH2:32][CH2:31][C:30]3=[O:34])=[CH:24][C:7]=2[CH2:6]1)([CH3:4])([CH3:2])[CH3:3]. (3) Given the reactants C[O:2][C:3]([C@:5]1([CH2:30][C:31]2[CH:36]=[CH:35][C:34]([Br:37])=[CH:33][CH:32]=2)[CH2:9][C@@H:8]([O:10][Si:11]([C:14]([CH3:17])([CH3:16])[CH3:15])([CH3:13])[CH3:12])[CH2:7][N:6]1[S:18]([CH2:21][C:22]1[CH:27]=[C:26]([Cl:28])[CH:25]=[C:24]([Cl:29])[CH:23]=1)(=[O:20])=[O:19])=O.C[Si](C)(C)N[Si](C)(C)C.[K].CCOC(C)=O.Cl, predict the reaction product. The product is: [Br:37][C:34]1[CH:35]=[CH:36][C:31]([CH2:30][C@@:5]23[CH2:9][C@@H:8]([O:10][Si:11]([C:14]([CH3:16])([CH3:17])[CH3:15])([CH3:13])[CH3:12])[CH2:7][N:6]2[S:18](=[O:20])(=[O:19])[C:21]([C:22]2[CH:27]=[C:26]([Cl:28])[CH:25]=[C:24]([Cl:29])[CH:23]=2)=[C:3]3[OH:2])=[CH:32][CH:33]=1. (4) The product is: [CH3:18][C:16]1[CH:17]=[C:6]([CH3:5])[CH:7]=[C:8]([O:9][CH2:10][CH:11]2[O:14][C:2](=[O:3])[NH:4][CH2:12]2)[CH:15]=1. Given the reactants N[C:2]([NH2:4])=[O:3].[CH3:5][C:6]1[CH:7]=[C:8]([CH:15]=[C:16]([CH3:18])[CH:17]=1)[O:9][CH2:10][CH:11]([OH:14])[CH2:12]O, predict the reaction product.